This data is from Full USPTO retrosynthesis dataset with 1.9M reactions from patents (1976-2016). The task is: Predict the reactants needed to synthesize the given product. (1) Given the product [Cl:18][C:19]1[CH:20]=[C:21]([C:26]2[N:10]([C:7]3[CH:8]=[CH:9][C:4]([O:3][CH3:2])=[CH:5][CH:6]=3)[N:11]=[C:28]([CH2:29][O:30][CH:31]3[CH2:36][CH2:35][CH2:34][CH2:33][O:32]3)[CH:27]=2)[CH:22]=[CH:23][C:24]=1[Cl:25], predict the reactants needed to synthesize it. The reactants are: Cl.[CH3:2][O:3][C:4]1[CH:9]=[CH:8][C:7]([NH:10][NH2:11])=[CH:6][CH:5]=1.C([O-])([O-])=O.[K+].[K+].[Cl:18][C:19]1[CH:20]=[C:21]([C:26](=O)/[CH:27]=[C:28](\O)/[CH2:29][O:30][CH:31]2[CH2:36][CH2:35][CH2:34][CH2:33][O:32]2)[CH:22]=[CH:23][C:24]=1[Cl:25]. (2) Given the product [CH3:14][O:13][N:12]([C:4]1[N:5]=[C:6]([NH:8][CH2:9][C:10]#[CH:11])[N:7]=[C:2]([NH:16][CH2:17][CH2:18][CH2:19][OH:20])[N:3]=1)[CH3:15], predict the reactants needed to synthesize it. The reactants are: Cl[C:2]1[N:7]=[C:6]([NH:8][CH2:9][C:10]#[CH:11])[N:5]=[C:4]([N:12]([CH3:15])[O:13][CH3:14])[N:3]=1.[NH2:16][CH2:17][CH2:18][CH2:19][OH:20].C([O-])(O)=O.[Na+]. (3) Given the product [CH:1]([C:4]1[O:8][C:7]([C@@H:9]2[N:14]([CH3:21])[CH2:13][C@@H:12]([C:15]([O:17][CH3:18])=[O:16])[CH2:11][CH2:10]2)=[N:6][N:5]=1)([CH3:3])[CH3:2], predict the reactants needed to synthesize it. The reactants are: [CH:1]([C:4]1[O:8][C:7]([C@@H:9]2[NH:14][CH2:13][C@@H:12]([C:15]([O:17][CH3:18])=[O:16])[CH2:11][CH2:10]2)=[N:6][N:5]=1)([CH3:3])[CH3:2].C=O.[C:21](O)(=O)C.C(O[BH-](OC(=O)C)OC(=O)C)(=O)C.[Na+]. (4) Given the product [CH2:3]([O:7][CH2:9][C:10]([N:12]1[CH2:20][C:19]2[CH:18]=[N:17][C:16]([NH:21][CH:22]3[CH2:30][C:29]4[C:24](=[CH:25][CH:26]=[CH:27][CH:28]=4)[CH2:23]3)=[N:15][C:14]=2[CH2:13]1)=[O:11])[CH2:4][C:5]#[CH:6], predict the reactants needed to synthesize it. The reactants are: [H-].[Na+].[CH2:3]([OH:7])[CH2:4][C:5]#[CH:6].Cl[CH2:9][C:10]([N:12]1[CH2:20][C:19]2[CH:18]=[N:17][C:16]([NH:21][CH:22]3[CH2:30][C:29]4[C:24](=[CH:25][CH:26]=[CH:27][CH:28]=4)[CH2:23]3)=[N:15][C:14]=2[CH2:13]1)=[O:11].C(=O)(O)[O-].[Na+]. (5) The reactants are: [CH3:1][C:2]1[N:7]=[C:6]([CH3:8])[C:5]([O:9][CH2:10][C@@:11]2([C:16]3[CH:21]=[CH:20][CH:19]=[C:18]([F:22])[CH:17]=3)[CH2:13][C@H:12]2[CH2:14][OH:15])=[CH:4][N:3]=1.[OH:23]P([O-])([O-])=O.[Na+].[Na+].OP([O-])(O)=O.[Na+].Cl[O-].[Na+].Cl.Cl([O-])=O.[Na+].S([O-])([O-])(=O)=S.[Na+].[Na+].[OH-].[Na+]. Given the product [CH3:1][C:2]1[N:7]=[C:6]([CH3:8])[C:5]([O:9][CH2:10][C@@:11]2([C:16]3[CH:21]=[CH:20][CH:19]=[C:18]([F:22])[CH:17]=3)[CH2:13][C@H:12]2[C:14]([OH:23])=[O:15])=[CH:4][N:3]=1, predict the reactants needed to synthesize it. (6) Given the product [NH2:1][C:2]1[CH:10]=[C:9]([Br:11])[CH:8]=[CH:7][C:3]=1[C:4]([NH:25][CH3:24])=[O:5], predict the reactants needed to synthesize it. The reactants are: [NH2:1][C:2]1[CH:10]=[C:9]([Br:11])[CH:8]=[CH:7][C:3]=1[C:4](O)=[O:5].ClC(Cl)(OC(=O)OC(Cl)(Cl)Cl)Cl.[CH3:24][NH2:25]. (7) Given the product [F:1][C:2]([F:24])([F:23])[C:3]([C:9]1[CH:14]=[CH:13][C:12]([C:15]2[CH:20]=[CH:19][C:18]([CH2:21][N:34]3[CH2:35][CH2:36][N:31]([C:25]4[CH:30]=[CH:29][CH:28]=[CH:27][CH:26]=4)[CH2:32][CH2:33]3)=[CH:17][CH:16]=2)=[CH:11][CH:10]=1)([OH:8])[C:4]([F:7])([F:6])[F:5], predict the reactants needed to synthesize it. The reactants are: [F:1][C:2]([F:24])([F:23])[C:3]([C:9]1[CH:14]=[CH:13][C:12]([C:15]2[CH:20]=[CH:19][C:18]([CH:21]=O)=[CH:17][CH:16]=2)=[CH:11][CH:10]=1)([OH:8])[C:4]([F:7])([F:6])[F:5].[C:25]1([N:31]2[CH2:36][CH2:35][NH:34][CH2:33][CH2:32]2)[CH:30]=[CH:29][CH:28]=[CH:27][CH:26]=1.C(=O)C1C=CN=CC=1. (8) Given the product [CH3:1][O:2][C:3]([C:5]1[N:6]=[C:7]2[C:12]([NH:13][S:18]([CH3:17])(=[O:20])=[O:19])=[CH:11][C:10]([Br:14])=[CH:9][N:8]2[C:15]=1[Cl:16])=[O:4], predict the reactants needed to synthesize it. The reactants are: [CH3:1][O:2][C:3]([C:5]1[N:6]=[C:7]2[C:12]([NH2:13])=[CH:11][C:10]([Br:14])=[CH:9][N:8]2[C:15]=1[Cl:16])=[O:4].[CH3:17][S:18](Cl)(=[O:20])=[O:19].C(N(CC)CC)C.